Dataset: Reaction yield outcomes from USPTO patents with 853,638 reactions. Task: Predict the reaction yield, written as a fraction of the theoretical maximum amount of product (1.0 means a 100% yield; for example, 0.34 means a 34% yield). (1) The reactants are [Cl:1][C:2]1[N:3]=[C:4](Cl)[C:5]2[CH:10]=[CH:9][N:8]([CH3:11])[C:6]=2[N:7]=1.[I-].C[N+]1(C)C=CN=C1.[S:21]1[CH:25]=[CH:24][CH:23]=[C:22]1[CH:26]=[O:27].[H-].[Na+]. The catalyst is C1COCC1. The product is [Cl:1][C:2]1[N:3]=[C:4]([C:26]([C:22]2[S:21][CH:25]=[CH:24][CH:23]=2)=[O:27])[C:5]2[CH:10]=[CH:9][N:8]([CH3:11])[C:6]=2[N:7]=1. The yield is 0.820. (2) The yield is 0.540. The catalyst is C1(C)C=CC=CC=1.C1(C=CC=CC=1)[P](C1C=CC=CC=1)(C1C=CC=CC=1)[Pd][P](C1C=CC=CC=1)(C1C=CC=CC=1)C1C=CC=CC=1.O.C(OCC)(=O)C. The product is [ClH:1].[NH2:8][C:6]1[N:5]=[C:4]([NH2:9])[CH:3]=[C:2]([C:16]2[CH:17]=[CH:18][C:13]([C:10]([OH:12])=[O:11])=[CH:14][CH:15]=2)[N:7]=1. The reactants are [Cl:1][C:2]1[N:7]=[C:6]([NH2:8])[N:5]=[C:4]([NH2:9])[CH:3]=1.[C:10]([C:13]1[CH:18]=[CH:17][C:16](B(O)O)=[CH:15][CH:14]=1)([OH:12])=[O:11].C(O)C.C(=O)([O-])[O-].[Na+].[Na+]. (3) The reactants are [F:1][C:2]([F:10])([F:9])[CH2:3][CH2:4][CH2:5][C:6]([OH:8])=[O:7].ClC(Cl)(Cl)C(=N)O[C:15]([CH3:18])([CH3:17])[CH3:16].B(F)(F)F.CCOCC.C([O-])(O)=O.[Na+]. The catalyst is C1COCC1.CCCCCC. The product is [F:1][C:2]([F:10])([F:9])[CH2:3][CH2:4][CH2:5][C:6]([O:8][C:15]([CH3:18])([CH3:17])[CH3:16])=[O:7]. The yield is 0.980. (4) The reactants are Br[C:2]1[CH:7]=[CH:6][C:5]([O:8][CH3:9])=[C:4]([CH3:10])[CH:3]=1.[Mg].II.[Br:14][C:15]1[CH:16]=[C:17]([C:22]([C:30]2[CH:35]=[CH:34][CH:33]=[CH:32][C:31]=2[C:36]#[N:37])=[N:23]S(C(C)(C)C)=O)[CH:18]=[CH:19][C:20]=1[F:21]. The catalyst is C(OCC)C.O1CCCC1. The product is [Br:14][C:15]1[CH:16]=[C:17]([C:22]2([C:2]3[CH:7]=[CH:6][C:5]([O:8][CH3:9])=[C:4]([CH3:10])[CH:3]=3)[C:30]3[C:31](=[CH:32][CH:33]=[CH:34][CH:35]=3)[C:36]([NH2:37])=[N:23]2)[CH:18]=[CH:19][C:20]=1[F:21]. The yield is 0.630. (5) The reactants are [C:1]1([CH2:7][CH2:8][CH2:9][CH2:10][C:11]2[O:12][C:13]3[C:22]4[C:21](=[CH:23][CH2:24][NH:25][C:26](=[O:28])[CH3:27])[CH2:20][CH2:19][C:18]=4[CH:17]=[CH:16][C:14]=3[N:15]=2)[CH:6]=[CH:5][CH:4]=[CH:3][CH:2]=1. The catalyst is CO.[C].[Pd]. The product is [C:1]1([CH2:7][CH2:8][CH2:9][CH2:10][C:11]2[O:12][C:13]3[C:22]4[CH:21]([CH2:23][CH2:24][NH:25][C:26](=[O:28])[CH3:27])[CH2:20][CH2:19][C:18]=4[CH:17]=[CH:16][C:14]=3[N:15]=2)[CH:6]=[CH:5][CH:4]=[CH:3][CH:2]=1. The yield is 0.910. (6) The reactants are [CH3:1][O:2][C:3]([CH:5]1[CH2:10][N:9](C(OCC2C=CC=CC=2)=O)[CH2:8][CH2:7][N:6]1[C:21]([O:23][C:24]([CH3:27])([CH3:26])[CH3:25])=[O:22])=[O:4]. The catalyst is CO.[Pd]. The yield is 0.840. The product is [CH3:1][O:2][C:3]([CH:5]1[CH2:10][NH:9][CH2:8][CH2:7][N:6]1[C:21]([O:23][C:24]([CH3:27])([CH3:26])[CH3:25])=[O:22])=[O:4].